This data is from Experimentally validated miRNA-target interactions with 360,000+ pairs, plus equal number of negative samples. The task is: Binary Classification. Given a miRNA mature sequence and a target amino acid sequence, predict their likelihood of interaction. (1) The miRNA is hsa-miR-320d with sequence AAAAGCUGGGUUGAGAGGA. The protein sequence of the target gene is MKSLTWILGLWALAACFTPGESQRGPRGPYPPGPLAPPQPFGPGFVPPPPPPPYGPGRIPPPPPAPYGPGIFPPPPPQP. Result: 0 (no interaction). (2) The protein sequence of the target gene is MGAHLTRRYLWDASVEPDPEKIPSFPPDLGFPERKERVMVATQQEMMDAQLTLQQRDYCAHYLIRLLKCKRDSFPNFLACKHEQHDWDYCEHLDYVKRMKEFERERRLLQRKKRRALKEARVAQGQGEGEVGPEVAL. Result: 0 (no interaction). The miRNA is hsa-miR-378d with sequence ACUGGACUUGGAGUCAGAAA. (3) The miRNA is hsa-miR-215-5p with sequence AUGACCUAUGAAUUGACAGAC. The protein sequence of the target gene is MNGFTPDEMSRGGDAAAAVAAVVAAAAAAASAGNGTGAGTGAEVPGAGAVSAAGPPGAAGPGPGQLCCLREDGERCGRAAGNASFSKRIQKSISQKKVKIELDKSARHLYICDYHKNLIQSVRNRRKRKGSDDDGGDSPVQDIDTPEVDLYQLQVNTLRRYKRHFKLPTRPGLNKAQLVEIVGCHFRSIPVNEKDTLTYFIYSVKNDKNKSDLKVDSGVH. Result: 1 (interaction). (4) The miRNA is hsa-miR-219b-5p with sequence AGAUGUCCAGCCACAAUUCUCG. The protein sequence of the target gene is MELAGFHCCSWTVILLSALLPTTWRPPAAAHFIHRADLLSNTQMERAPLAKLTLTVNQSTVTEQREMAVFYCNTNADNITIHWVSNNSLLVLNERMKLSADNKTLTILIVQREDSGSYLCEVQHGFEVQRSNTASLTVNYGPDPVSIKLDSGVAAGDVVEVMEGNTVNFRVEAQSSPVPAYAWYLPSDFIQPPTTGTFTIDAVSREHEGMYRCLVSNPVTNLSRLGVVKVQVLEKVTAPNIEFPTLALVENATSVTLTCKTSHQRVGVHWFLKGQPLRPSDRLTLSSQNRTLTIHGLQRD.... Result: 0 (no interaction). (5) The miRNA is hsa-miR-519b-3p with sequence AAAGUGCAUCCUUUUAGAGGUU. The protein sequence of the target gene is MAKGDPKKPKGKMSAYAFFVQTCREEHKKKNPEVPVNFAEFSKKCSERWKTMSGKEKSKFDEMAKADKVRYDREMKDYGPAKGGKKKKDPNAPKRPPSGFFLFCSEFRPKIKSTNPGISIGDVAKKLGEMWNNLNDSEKQPYITKAAKLKEKYEKDVADYKSKGKFDGAKGPAKVARKKVEEEDEEEEEEEEEEEEEEDE. Result: 1 (interaction). (6) The miRNA is hsa-miR-7-5p with sequence UGGAAGACUAGUGAUUUUGUUGUU. The protein sequence of the target gene is MHRPRRRGTRPPLLALLAALLLAARGAAAQETELSVSAELVPTSSWNISSELNKDSYLTLDEPMNNITTSLGQTAELHCKVSGNPPPTIRWFKNDAPVVQEPRRLSFRSTIYGSRLRIRNLDTTDTGYFQCVATNGKEVVSSTGVLFVKFGPPPTASPGYSDEYEEDGFCQPYRGIACARFIGNRTVYMESLHMQGEIENQITAAFTMIGTSSHLSDKCSQFAIPSLCHYAFPYCDETSSVPKPRDLCRDECEILENVLCQTEYIFARSNPMILMRLKLPNCEDLPQPESPEAANCIRIG.... Result: 1 (interaction). (7) The miRNA is hsa-miR-302a-3p with sequence UAAGUGCUUCCAUGUUUUGGUGA. The protein sequence of the target gene is MPSPLGPPCLPVMDPETTLEEPETARLRFRGFCYQEVAGPREALARLRELCCQWLQPEAHSKEQMLEMLVLEQFLGTLPPEIQAWVRGQRPGSPEEAAALVEGLQHDPGQLLGWITAHVLKQEVLPAAQKTEEPLGSPHPSGTVESPGEGPQDTRIEGSVQLSCSVKEEPNVDGQEVAPSSPPLAAQSPEGNHGHQEPASTSFHPPRIQEEWGLLDRSQKELYWDAMLEKYGTVVSLGLPPHQPEAQAQSELGMLLTGTGVCRSLRSGNESEGPPGCPEAQPPQGPGPAAWEGLSGAATP.... Result: 1 (interaction).